From a dataset of Catalyst prediction with 721,799 reactions and 888 catalyst types from USPTO. Predict which catalyst facilitates the given reaction. (1) Reactant: [OH:1][C:2]1[CH:6]=[C:5]([C:7]([O:9][CH3:10])=[O:8])[O:4][N:3]=1.C(=O)([O-])[O-].[K+].[K+].Br[CH2:18][C:19]([O:21][CH2:22][CH3:23])=[O:20]. Product: [CH3:10][O:9][C:7]([C:5]1[O:4][N:3]=[C:2]([O:1][CH2:18][C:19]([O:21][CH2:22][CH3:23])=[O:20])[CH:6]=1)=[O:8]. The catalyst class is: 21. (2) Reactant: C(OC([N:8]1[CH2:13][CH2:12][CH2:11][CH2:10][C@@H:9]1[CH2:14][O:15][C:16]1[CH:21]=[CH:20][CH:19]=[C:18]([N+:22]([O-:24])=[O:23])[C:17]=1[C:25]#[N:26])=O)(C)(C)C.[F:27][C:28]([F:33])([F:32])[C:29]([OH:31])=[O:30]. Product: [F:27][C:28]([F:33])([F:32])[C:29]([O-:31])=[O:30].[C:25]([C:17]1[C:18]([N+:22]([O-:24])=[O:23])=[CH:19][CH:20]=[CH:21][C:16]=1[O:15][CH2:14][C@H:9]1[CH2:10][CH2:11][CH2:12][CH2:13][NH2+:8]1)#[N:26]. The catalyst class is: 2. (3) Reactant: [NH2:1][C:2]1[CH:17]=[CH:16][C:5]([O:6][CH2:7][CH2:8][N:9]([CH:13]([CH3:15])[CH3:14])[CH:10]([CH3:12])[CH3:11])=[C:4]([O:18][CH3:19])[CH:3]=1.[C:20](Cl)(=[O:23])[CH:21]=[CH2:22]. Product: [CH:10]([N:9]([CH:13]([CH3:14])[CH3:15])[CH2:8][CH2:7][O:6][C:5]1[CH:16]=[CH:17][C:2]([NH:1][C:20](=[O:23])[CH:21]=[CH2:22])=[CH:3][C:4]=1[O:18][CH3:19])([CH3:12])[CH3:11]. The catalyst class is: 4.